Predict the reaction yield, written as a fraction of the theoretical maximum amount of product (1.0 means a 100% yield; for example, 0.34 means a 34% yield). From a dataset of Reaction yield outcomes from USPTO patents with 853,638 reactions. (1) The reactants are [C:1]([C:3]1[CH:4]=[C:5]([CH:9]=[CH:10][CH:11]=1)[C:6]([OH:8])=[O:7])#[N:2].Cl.[NH2:13][OH:14].C(=O)([O-])[O-].[Na+].[Na+]. The catalyst is C(O)C.O.OC1C=CC=C2C=1N=CC=C2. The product is [OH:14][N:13]=[C:1]([C:3]1[CH:4]=[C:5]([CH:9]=[CH:10][CH:11]=1)[C:6]([OH:8])=[O:7])[NH2:2]. The yield is 0.820. (2) The reactants are [CH3:1][C:2]1[C:3]([C:17]([NH:19][C:20]2[CH:25]=[CH:24][C:23]([S:26]([CH3:29])(=[O:28])=[O:27])=[CH:22][CH:21]=2)=[O:18])=[CH:4][NH:5][C:6]=1[C:7]1[CH:12]=[CH:11][CH:10]=[CH:9][C:8]=1[C:13]([F:16])([F:15])[F:14].CC(C)([O-])C.[Na+].[CH3:36][C@H:37]1[C@H:41]([CH3:42])OS(=O)(=O)[O:38]1.Cl. The catalyst is CN(C)C(=O)C. The product is [OH:38][C@@H:37]([CH3:36])[C@H:41]([N:5]1[C:6]([C:7]2[CH:12]=[CH:11][CH:10]=[CH:9][C:8]=2[C:13]([F:16])([F:14])[F:15])=[C:2]([CH3:1])[C:3]([C:17]([NH:19][C:20]2[CH:25]=[CH:24][C:23]([S:26]([CH3:29])(=[O:28])=[O:27])=[CH:22][CH:21]=2)=[O:18])=[CH:4]1)[CH3:42]. The yield is 0.690. (3) The reactants are [N+:1]([C:4]1[CH:18]=[CH:17][CH:16]=[CH:15][C:5]=1[O:6][C:7]1[CH:8]=[C:9]([CH:12]=[CH:13][CH:14]=1)[C:10]#[N:11])([O-])=O.O.O.Cl[Sn]Cl. The catalyst is CCO. The product is [NH2:1][C:4]1[CH:18]=[CH:17][CH:16]=[CH:15][C:5]=1[O:6][C:7]1[CH:8]=[C:9]([CH:12]=[CH:13][CH:14]=1)[C:10]#[N:11]. The yield is 0.990. (4) The reactants are [Cl:1][C:2]1[CH:7]=[CH:6][C:5]([C:8]2[C:12]([CH2:13][O:14][C:15]3[CH:23]=[CH:22][C:18]([C:19]([OH:21])=O)=[CH:17][N:16]=3)=[C:11]([CH3:24])[O:10][N:9]=2)=[CH:4][CH:3]=1.CC1O[N:29]=[C:28]([C:31]2C=CC=CC=2)[C:27]=1COC1C=CC(C(O)=O)=CN=1.C(N)(C)C. No catalyst specified. The product is [Cl:1][C:2]1[CH:3]=[CH:4][C:5]([C:8]2[C:12]([CH2:13][O:14][C:15]3[CH:23]=[CH:22][C:18]([C:19]([NH:29][CH:28]([CH3:31])[CH3:27])=[O:21])=[CH:17][N:16]=3)=[C:11]([CH3:24])[O:10][N:9]=2)=[CH:6][CH:7]=1. The yield is 0.760. (5) The reactants are [CH2:1]([C:8]1[C:9](=[O:16])[NH:10][C:11](=[S:15])[NH:12][C:13]=1[CH3:14])[C:2]1[CH:7]=[CH:6][CH:5]=[CH:4][CH:3]=1.C(=O)([O-])[O-].[K+].[K+].[CH2:23](I)[CH3:24]. The catalyst is CN(C)C=O. The product is [CH2:1]([C:8]1[C:9](=[O:16])[NH:10][C:11]([S:15][CH2:23][CH3:24])=[N:12][C:13]=1[CH3:14])[C:2]1[CH:3]=[CH:4][CH:5]=[CH:6][CH:7]=1. The yield is 0.970. (6) The yield is 0.710. The catalyst is CN(C=O)C. The reactants are F[C:2]1[CH:9]=[CH:8][CH:7]=[CH:6][C:3]=1[CH:4]=[O:5].C(=O)([O-])[O-].[K+].[K+].[C:16]1([SH:22])[CH:21]=[CH:20][CH:19]=[CH:18][CH:17]=1. The product is [C:16]1([S:22][C:2]2[CH:9]=[CH:8][CH:7]=[CH:6][C:3]=2[CH:4]=[O:5])[CH:21]=[CH:20][CH:19]=[CH:18][CH:17]=1.